From a dataset of Forward reaction prediction with 1.9M reactions from USPTO patents (1976-2016). Predict the product of the given reaction. (1) Given the reactants Br[C:2]1[C:7]2=[N:8][C:9]([C:12]([NH2:14])=[O:13])=[CH:10][N:11]=[C:6]2[CH:5]=[N:4][CH:3]=1.[F:15][C:16]([F:28])([F:27])[O:17][C:18]1[CH:19]=[C:20](B(O)O)[CH:21]=[CH:22][CH:23]=1.C(=O)([O-])[O-].[Cs+].[Cs+].O1CCOCC1, predict the reaction product. The product is: [F:15][C:16]([F:27])([F:28])[O:17][C:18]1[CH:23]=[C:22]([C:2]2[C:7]3=[N:8][C:9]([C:12]([NH2:14])=[O:13])=[CH:10][N:11]=[C:6]3[CH:5]=[N:4][CH:3]=2)[CH:21]=[CH:20][CH:19]=1. (2) The product is: [F:1][C:2]1[CH:3]=[C:4]([NH:5][C:43]([NH:60][CH:58]([C:55]2[CH:56]=[CH:57][C:52]([F:51])=[CH:53][CH:54]=2)[CH3:59])=[O:49])[CH:6]=[CH:7][C:8]=1[O:9][C:10]1[C:19]2[C:14](=[CH:15][C:16]([O:22][CH2:23][CH2:24][CH2:25][N:26]3[CH2:31][CH2:30][O:29][CH2:28][CH2:27]3)=[C:17]([O:20][CH3:21])[CH:18]=2)[N:13]=[CH:12][CH:11]=1. Given the reactants [F:1][C:2]1[CH:3]=[C:4]([CH:6]=[CH:7][C:8]=1[O:9][C:10]1[C:19]2[C:14](=[CH:15][C:16]([O:22][CH2:23][CH2:24][CH2:25][N:26]3[CH2:31][CH2:30][O:29][CH2:28][CH2:27]3)=[C:17]([O:20][CH3:21])[CH:18]=2)[N:13]=[CH:12][CH:11]=1)[NH2:5].C(N(CC)CC)C.ClC(Cl)(O[C:43](=[O:49])OC(Cl)(Cl)Cl)Cl.[F:51][C:52]1[CH:57]=[CH:56][C:55]([CH:58]([NH2:60])[CH3:59])=[CH:54][CH:53]=1, predict the reaction product. (3) Given the reactants [N:1]1C=[CH:5][CH:4]=[CH:3][C:2]=1N1CCC2OC(C3C=C(C)C=CC=3)=NC=2C1.[Cl:23][C:24]1[CH:29]=[CH:28][C:27]([C:30]2[O:31][C:32]3[CH2:33][N:34]([C:39]([O:41][CH2:42][C:43]4[CH:48]=[CH:47][CH:46]=[CH:45][CH:44]=4)=[O:40])[CH2:35][CH2:36][C:37]=3[N:38]=2)=[CH:26][CH:25]=1.ClC1C=CC(C(O)=O)=CC=1, predict the reaction product. The product is: [Cl:23][C:24]1[CH:25]=[CH:26][C:27]([C:30]2[O:31][C:32]3[CH2:33][N:34]([C:39]([O:41][CH2:42][C:43]4[CH:44]=[CH:45][CH:46]=[CH:47][CH:48]=4)=[O:40])[CH2:35][CH2:36][C:37]=3[N:38]=2)=[CH:28][CH:29]=1.[Cl:23][C:24]1[CH:25]=[CH:26][C:27]([C:30]2[O:31][C:32]3[CH2:33][N:34]([C:39]4[CH:5]=[CH:4][CH:3]=[CH:2][N:1]=4)[CH2:35][CH2:36][C:37]=3[N:38]=2)=[CH:28][CH:29]=1. (4) The product is: [CH2:15]1[CH:13]2[CH2:14][N:10]([C:7]3[CH:8]=[CH:9][C:4]([NH2:1])=[CH:5][CH:6]=3)[CH2:11][CH:12]2[CH2:17][O:16]1. Given the reactants [N+:1]([C:4]1[CH:9]=[CH:8][C:7]([N:10]2[CH2:14][CH:13]3[CH2:15][O:16][CH2:17][CH:12]3[CH2:11]2)=[CH:6][CH:5]=1)([O-])=O, predict the reaction product. (5) Given the reactants [Br:1][C:2]1[N:7]=[CH:6][C:5]2[N:8]=[C:9]([CH2:16][OH:17])[N:10]([C:11]([CH3:15])([CH3:14])[CH2:12]O)[C:4]=2[CH:3]=1.C1(P(C2C=CC=CC=2)C2C=CC=CC=2)C=CC=CC=1.N(C(OC(C)C)=O)=NC(OC(C)C)=O, predict the reaction product. The product is: [Br:1][C:2]1[CH:3]=[C:4]2[C:5](=[CH:6][N:7]=1)[N:8]=[C:9]1[N:10]2[C:11]([CH3:14])([CH3:15])[CH2:12][O:17][CH2:16]1. (6) The product is: [F:26][C:22]1[CH:21]=[C:20]2[C:25](=[CH:24][CH:23]=1)[N:17]([NH:16][C:8]([C:7]1[C:2]([CH3:1])=[N:3][C:4]([C:11]3[S:12][CH:13]=[CH:14][N:15]=3)=[N:5][CH:6]=1)=[O:10])[CH:18]=[C:19]2[CH2:27][CH2:28][C:29]([OH:31])([CH3:30])[CH3:32]. Given the reactants [CH3:1][C:2]1[C:7]([C:8]([OH:10])=O)=[CH:6][N:5]=[C:4]([C:11]2[S:12][CH:13]=[CH:14][N:15]=2)[N:3]=1.[NH2:16][N:17]1[C:25]2[C:20](=[CH:21][C:22]([F:26])=[CH:23][CH:24]=2)[C:19]([CH2:27][CH2:28][C:29]([CH3:32])([OH:31])[CH3:30])=[CH:18]1.C[N+]1(C2N=C(OC)N=C(OC)N=2)CCOCC1.[Cl-], predict the reaction product. (7) Given the reactants [CH2:1]([N:8]1[CH:13]([CH2:14][O:15][CH3:16])[CH2:12][O:11][C:10]([CH2:18][CH:19]=[O:20])([CH3:17])[C:9]1=[O:21])[C:2]1[CH:7]=[CH:6][CH:5]=[CH:4][CH:3]=1.[BH4-].[Na+].O, predict the reaction product. The product is: [CH2:1]([N:8]1[CH:13]([CH2:14][O:15][CH3:16])[CH2:12][O:11][C:10]([CH2:18][CH2:19][OH:20])([CH3:17])[C:9]1=[O:21])[C:2]1[CH:3]=[CH:4][CH:5]=[CH:6][CH:7]=1. (8) Given the reactants C([O:4][CH2:5][CH2:6][CH2:7][N:8]1[C:13](=[O:14])[C:12]2[N:15]([CH2:25][C:26]3[CH:31]=[CH:30][C:29]([Cl:32])=[CH:28][CH:27]=3)[C:16]([C:18]3[CH:23]=[CH:22][CH:21]=[C:20]([Cl:24])[CH:19]=3)=[CH:17][C:11]=2[N:10]([CH3:33])[C:9]1=[O:34])(=O)C.O[Li].O, predict the reaction product. The product is: [Cl:32][C:29]1[CH:28]=[CH:27][C:26]([CH2:25][N:15]2[C:12]3[C:13](=[O:14])[N:8]([CH2:7][CH2:6][CH2:5][OH:4])[C:9](=[O:34])[N:10]([CH3:33])[C:11]=3[CH:17]=[C:16]2[C:18]2[CH:23]=[CH:22][CH:21]=[C:20]([Cl:24])[CH:19]=2)=[CH:31][CH:30]=1.